This data is from TCR-epitope binding with 47,182 pairs between 192 epitopes and 23,139 TCRs. The task is: Binary Classification. Given a T-cell receptor sequence (or CDR3 region) and an epitope sequence, predict whether binding occurs between them. The TCR CDR3 sequence is CASSQETGSASQHF. Result: 1 (the TCR binds to the epitope). The epitope is RPPIFIRRL.